From a dataset of Forward reaction prediction with 1.9M reactions from USPTO patents (1976-2016). Predict the product of the given reaction. (1) Given the reactants [CH3:1][C:2]1[C:3]2[N:4]([CH:8]=[C:9]([CH:11]=O)[N:10]=2)[CH:5]=[CH:6][CH:7]=1.[CH3:13][O:14][C:15]1[CH:16]=[C:17]([CH:19]=[CH:20][CH:21]=1)[NH2:18], predict the reaction product. The product is: [CH3:13][O:14][C:15]1[CH:16]=[C:17]([CH:19]=[CH:20][CH:21]=1)[N:18]=[CH:11][C:9]1[N:10]=[C:3]2[C:2]([CH3:1])=[CH:7][CH:6]=[CH:5][N:4]2[CH:8]=1. (2) The product is: [NH2:1][C:2]1[N:3]=[C:4]([NH2:21])[C:5]2[C:11]([CH3:12])=[C:10]([CH2:13][C:14]3[CH:19]=[CH:18][CH:17]=[CH:16][CH:15]=3)[C:9]([NH:29][CH2:28][CH2:27][C:26]3[CH:30]=[C:31]([O:33][CH3:34])[CH:32]=[C:24]([O:23][CH3:22])[CH:25]=3)=[N:8][C:6]=2[N:7]=1. Given the reactants [NH2:1][C:2]1[N:3]=[C:4]([NH2:21])[C:5]2[C:11]([CH3:12])=[C:10]([CH2:13][C:14]3[CH:19]=[CH:18][CH:17]=[CH:16][CH:15]=3)[C:9](Cl)=[N:8][C:6]=2[N:7]=1.[CH3:22][O:23][C:24]1[CH:25]=[C:26]([CH:30]=[C:31]([O:33][CH3:34])[CH:32]=1)[CH2:27][CH2:28][NH2:29], predict the reaction product. (3) Given the reactants [CH:1]1([C:6]([O:8]C)=O)[CH2:5][CH2:4][CH2:3][CH2:2]1.[C:10](#[N:12])[CH3:11].[H-].[Na+], predict the reaction product. The product is: [CH:1]1([C:6](=[O:8])[CH2:11][C:10]#[N:12])[CH2:2][CH2:3][CH2:4][CH2:5]1. (4) The product is: [CH3:1][C:2]1[C:3](=[O:9])[CH2:4][CH2:5][CH2:6][C:7]=1[NH:20][C:17]1[CH:18]=[C:19]2[C:14]([CH:13]=[CH:12][CH:11]=[N:10]2)=[CH:15][CH:16]=1. Given the reactants [CH3:1][CH:2]1[C:7](=O)[CH2:6][CH2:5][CH2:4][C:3]1=[O:9].[N:10]1[C:19]2[C:14](=[CH:15][CH:16]=[C:17]([NH2:20])[CH:18]=2)[CH:13]=[CH:12][CH:11]=1, predict the reaction product. (5) Given the reactants C(C1C=CC(C2C=CC(O)=C([C:16]3[NH:20][C:19]4[CH:21]=[CH:22][C:23]([C:25]#[N:26])=[CH:24][C:18]=4[N:17]=3)C=2)=CC=1)#N.[F:27][C:28]1[CH:29]=[C:30]([C:36]2[CH:41]=[CH:40][C:39](C=O)=[CH:38][CH:37]=2)[CH:31]=[CH:32][C:33]=1[C:34]#[N:35].C(C1C=C(C2C=CC=C(C#N)C=2)C=CC=1O)=O.C(C1C=CC(C2C=C(OC)C(O)=C(C3NC4C=CC(C#N)=CC=4N=3)C=2)=CC=1)#N, predict the reaction product. The product is: [C:34]([C:33]1[CH:32]=[CH:31][C:30]([C:36]2[CH:41]=[CH:40][C:39]([C:16]3[NH:20][C:19]4[CH:21]=[CH:22][C:23]([C:25]#[N:26])=[CH:24][C:18]=4[N:17]=3)=[CH:38][CH:37]=2)=[CH:29][C:28]=1[F:27])#[N:35]. (6) Given the reactants [CH2:1]([CH:3]([CH2:21][CH2:22][CH2:23][CH3:24])[CH2:4][O:5][C:6]1[CH:11]=[CH:10][C:9]([O:12][CH2:13][CH:14]([CH2:19][CH3:20])[CH2:15][CH2:16][CH2:17][CH3:18])=[CH:8][CH:7]=1)[CH3:2].[CH3:25][O:26]C(Cl)Cl.[Sn](Cl)(Cl)(Cl)Cl.Cl, predict the reaction product. The product is: [CH2:19]([CH:14]([CH2:15][CH2:16][CH2:17][CH3:18])[CH2:13][O:12][C:9]1[CH:8]=[CH:7][C:6]([O:5][CH2:4][CH:3]([CH2:1][CH3:2])[CH2:21][CH2:22][CH2:23][CH3:24])=[CH:11][C:10]=1[CH:25]=[O:26])[CH3:20].